From a dataset of NCI-60 drug combinations with 297,098 pairs across 59 cell lines. Regression. Given two drug SMILES strings and cell line genomic features, predict the synergy score measuring deviation from expected non-interaction effect. (1) Drug 2: C1=CC(=CC=C1CCCC(=O)O)N(CCCl)CCCl. Drug 1: CS(=O)(=O)C1=CC(=C(C=C1)C(=O)NC2=CC(=C(C=C2)Cl)C3=CC=CC=N3)Cl. Synergy scores: CSS=32.0, Synergy_ZIP=-5.62, Synergy_Bliss=0.323, Synergy_Loewe=-1.49, Synergy_HSA=2.01. Cell line: K-562. (2) Drug 1: C1CC(=O)NC(=O)C1N2CC3=C(C2=O)C=CC=C3N. Drug 2: CN(CCCl)CCCl.Cl. Cell line: NCI-H522. Synergy scores: CSS=6.24, Synergy_ZIP=-6.60, Synergy_Bliss=-4.79, Synergy_Loewe=-4.48, Synergy_HSA=-4.48. (3) Drug 1: CC(C)(C#N)C1=CC(=CC(=C1)CN2C=NC=N2)C(C)(C)C#N. Drug 2: C1CC(=O)NC(=O)C1N2C(=O)C3=CC=CC=C3C2=O. Cell line: IGROV1. Synergy scores: CSS=-5.75, Synergy_ZIP=2.25, Synergy_Bliss=-0.661, Synergy_Loewe=-4.31, Synergy_HSA=-3.93. (4) Drug 1: C1=CC(=CC=C1CCC2=CNC3=C2C(=O)NC(=N3)N)C(=O)NC(CCC(=O)O)C(=O)O. Drug 2: CC1=C(N=C(N=C1N)C(CC(=O)N)NCC(C(=O)N)N)C(=O)NC(C(C2=CN=CN2)OC3C(C(C(C(O3)CO)O)O)OC4C(C(C(C(O4)CO)O)OC(=O)N)O)C(=O)NC(C)C(C(C)C(=O)NC(C(C)O)C(=O)NCCC5=NC(=CS5)C6=NC(=CS6)C(=O)NCCC[S+](C)C)O. Cell line: SW-620. Synergy scores: CSS=30.7, Synergy_ZIP=1.31, Synergy_Bliss=1.23, Synergy_Loewe=-5.34, Synergy_HSA=1.17. (5) Drug 1: CC1=C(C(CCC1)(C)C)C=CC(=CC=CC(=CC(=O)O)C)C. Drug 2: CC(C)NC(=O)C1=CC=C(C=C1)CNNC.Cl. Cell line: HCT116. Synergy scores: CSS=-3.20, Synergy_ZIP=1.80, Synergy_Bliss=-0.707, Synergy_Loewe=-1.45, Synergy_HSA=-4.33. (6) Drug 1: CCCS(=O)(=O)NC1=C(C(=C(C=C1)F)C(=O)C2=CNC3=C2C=C(C=N3)C4=CC=C(C=C4)Cl)F. Drug 2: CN(CC1=CN=C2C(=N1)C(=NC(=N2)N)N)C3=CC=C(C=C3)C(=O)NC(CCC(=O)O)C(=O)O. Cell line: SK-MEL-2. Synergy scores: CSS=7.05, Synergy_ZIP=-1.87, Synergy_Bliss=0.936, Synergy_Loewe=-7.83, Synergy_HSA=-4.07.